Dataset: Peptide-MHC class I binding affinity with 185,985 pairs from IEDB/IMGT. Task: Regression. Given a peptide amino acid sequence and an MHC pseudo amino acid sequence, predict their binding affinity value. This is MHC class I binding data. (1) The peptide sequence is SRQRQAIPY. The MHC is HLA-B08:01 with pseudo-sequence HLA-B08:01. The binding affinity (normalized) is 0.0847. (2) The peptide sequence is DFSKSTSPTR. The MHC is HLA-A31:01 with pseudo-sequence HLA-A31:01. The binding affinity (normalized) is 0.480.